This data is from Catalyst prediction with 721,799 reactions and 888 catalyst types from USPTO. The task is: Predict which catalyst facilitates the given reaction. (1) Reactant: [CH2:1]1[C:9]2[C:4](=[CH:5][CH:6]=[CH:7][CH:8]=2)[CH2:3][CH:2]1[N:10]1[C:14]([C:15]2[CH:20]=[CH:19][CH:18]=[CH:17][CH:16]=2)=[C:13]([C:21]([N:23]2[CH2:28][CH2:27][NH:26][CH2:25][C@H:24]2[C:29](=[O:33])[CH:30]([CH3:32])[CH3:31])=[O:22])[N:12]=[CH:11]1.C(N(CC)C(C)C)(C)C.[C:43](O[C:43]([O:45][C:46]([CH3:49])([CH3:48])[CH3:47])=[O:44])([O:45][C:46]([CH3:49])([CH3:48])[CH3:47])=[O:44].O. Product: [CH2:1]1[C:9]2[C:4](=[CH:5][CH:6]=[CH:7][CH:8]=2)[CH2:3][CH:2]1[N:10]1[C:14]([C:15]2[CH:16]=[CH:17][CH:18]=[CH:19][CH:20]=2)=[C:13]([C:21]([N:23]2[CH2:28][CH2:27][N:26]([C:43]([O:45][C:46]([CH3:49])([CH3:48])[CH3:47])=[O:44])[CH2:25][C@H:24]2[C:29](=[O:33])[CH:30]([CH3:31])[CH3:32])=[O:22])[N:12]=[CH:11]1. The catalyst class is: 1. (2) Reactant: [Cl:1][C:2]1[C:7]([Cl:8])=[CH:6][CH:5]=[CH:4][C:3]=1[CH:9]1[C:13]([C:16]2[CH:21]=[CH:20][C:19]([Cl:22])=[CH:18][C:17]=2[F:23])([C:14]#[N:15])[CH:12]([CH2:24][C:25]([CH3:28])([CH3:27])[CH3:26])[CH2:11][NH:10]1.[C:29](Cl)(Cl)=[O:30].C(N(CC)CC)C.[CH3:40][O:41][C:42](=[O:51])[C:43]1[CH:48]=[CH:47][C:46]([CH2:49][NH2:50])=[CH:45][CH:44]=1. Product: [CH3:40][O:41][C:42](=[O:51])[C:43]1[CH:48]=[CH:47][C:46]([CH2:49][NH:50][C:29]([N:10]2[CH2:11][C@@H:12]([CH2:24][C:25]([CH3:28])([CH3:27])[CH3:26])[C@@:13]([C:16]3[CH:21]=[CH:20][C:19]([Cl:22])=[CH:18][C:17]=3[F:23])([C:14]#[N:15])[C@H:9]2[C:3]2[CH:4]=[CH:5][CH:6]=[C:7]([Cl:8])[C:2]=2[Cl:1])=[O:30])=[CH:45][CH:44]=1. The catalyst class is: 2. (3) Reactant: [F:1][C:2]1[CH:11]=[C:10]2[C:5]([CH:6]=[C:7]([C:16]([O:18][CH2:19][CH3:20])=[O:17])[CH:8]([C:12]([F:15])([F:14])[F:13])[O:9]2)=[CH:4][CH:3]=1.[Br:21]Br.C(OCC)(=O)C. Product: [Br:21][C:3]1[CH:4]=[C:5]2[C:10](=[CH:11][C:2]=1[F:1])[O:9][CH:8]([C:12]([F:14])([F:15])[F:13])[C:7]([C:16]([O:18][CH2:19][CH3:20])=[O:17])=[CH:6]2. The catalyst class is: 717. (4) Reactant: [CH3:1][O:2][C:3]1[CH:8]=[CH:7][C:6]([CH2:9][C:10]([F:13])([F:12])[F:11])=[C:5]([N+:14]([O-])=O)[CH:4]=1. Product: [CH3:1][O:2][C:3]1[CH:8]=[CH:7][C:6]([CH2:9][C:10]([F:11])([F:13])[F:12])=[C:5]([NH2:14])[CH:4]=1. The catalyst class is: 129. (5) Reactant: [CH3:1][O:2][C:3]1[CH:11]=[CH:10][C:9]([O:12][CH3:13])=[CH:8][C:4]=1[NH:5][CH2:6][CH3:7].CCN(C(C)C)C(C)C.Br[CH2:24][CH2:25][CH2:26][C:27]([O:29][CH2:30][CH3:31])=[O:28].[I-].[Na+]. Product: [CH3:1][O:2][C:3]1[CH:11]=[CH:10][C:9]([O:12][CH3:13])=[CH:8][C:4]=1[N:5]([CH2:6][CH3:7])[CH2:24][CH2:25][CH2:26][C:27]([O:29][CH2:30][CH3:31])=[O:28]. The catalyst class is: 31. (6) Reactant: [ClH:1].[NH2:2][CH2:3][CH2:4][CH2:5][CH2:6][C:7]1[N:11]=[C:10]([CH2:12][CH:13]([C:20]2[CH:28]=[CH:27][C:23]3[O:24][CH2:25][O:26][C:22]=3[CH:21]=2)[CH2:14][C:15]([O:17][CH2:18][CH3:19])=[O:16])[O:9][N:8]=1.[C:29](=[NH:34])(OCC)[CH3:30].C(N(CC)CC)C. Product: [ClH:1].[O:24]1[C:23]2[CH:27]=[CH:28][C:20]([CH:13]([CH2:12][C:10]3[O:9][N:8]=[C:7]([CH2:6][CH2:5][CH2:4][CH2:3][NH:2][C:29](=[NH:34])[CH3:30])[N:11]=3)[CH2:14][C:15]([O:17][CH2:18][CH3:19])=[O:16])=[CH:21][C:22]=2[O:26][CH2:25]1. The catalyst class is: 14. (7) Reactant: [CH3:1][NH:2][C:3]1[CH:8]=[CH:7][C:6]([Br:9])=[CH:5][C:4]=1[CH3:10].[H-].[Na+].[CH3:13][O:14][C:15]1[CH:22]=[CH:21][C:18]([CH2:19]Cl)=[CH:17][CH:16]=1. Product: [CH3:1][N:2]([CH2:19][C:18]1[CH:21]=[CH:22][C:15]([O:14][CH3:13])=[CH:16][CH:17]=1)[C:3]1[CH:8]=[CH:7][C:6]([Br:9])=[CH:5][C:4]=1[CH3:10]. The catalyst class is: 3.